Dataset: Catalyst prediction with 721,799 reactions and 888 catalyst types from USPTO. Task: Predict which catalyst facilitates the given reaction. (1) Reactant: C1C2[C:10]3=[CH:12]C4C=CC(C(N)=O)=[CH:17][C:18]=4[N:9]3C=CCC=2C=CC=1.C1C2C3=CC4C=C[C:37]([C:40](O)=O)=CC=4N3C=CCC=2C=CC=1.C(Cl)(=O)C(Cl)=[O:45].CCN(P1(N(C)CCCN1C)=NC(C)(C)C)CC.CN[S:69](NC)(=[O:71])=[O:70].Cl. Product: [CH:37]([S:69]([N:9]1[CH2:10][CH2:12][O:45][CH2:17][CH2:18]1)(=[O:71])=[O:70])=[CH2:40]. The catalyst class is: 2. (2) Reactant: ClC(Cl)(O[C:5](=[O:11])OC(Cl)(Cl)Cl)Cl.[NH2:13][C:14]1[CH:23]=[CH:22][C:17]([C:18]([O:20][CH3:21])=[O:19])=[CH:16][N:15]=1.C(N(C(C)C)CC)(C)C.[CH2:33]1[C:42]2[C:37](=[CH:38][CH:39]=[CH:40][CH:41]=2)[CH2:36][CH2:35][NH:34]1. Product: [CH2:33]1[C:42]2[C:37](=[CH:38][CH:39]=[CH:40][CH:41]=2)[CH2:36][CH2:35][N:34]1[C:5]([NH:13][C:14]1[CH:23]=[CH:22][C:17]([C:18]([O:20][CH3:21])=[O:19])=[CH:16][N:15]=1)=[O:11]. The catalyst class is: 4. (3) Reactant: [C:1]([C:5]1[CH:6]=[C:7]([N+:12]([O-])=O)[C:8]([CH3:11])=[N:9][CH:10]=1)([CH3:4])([CH3:3])[CH3:2]. Product: [C:1]([C:5]1[CH:6]=[C:7]([NH2:12])[C:8]([CH3:11])=[N:9][CH:10]=1)([CH3:4])([CH3:3])[CH3:2]. The catalyst class is: 29. (4) Reactant: Br[C:2]1[C:3]([N:22]([CH3:27])[S:23]([CH3:26])(=[O:25])=[O:24])=[CH:4][C:5]2[O:9][C:8]([C:10]3[CH:15]=[CH:14][C:13]([F:16])=[CH:12][CH:11]=3)=[C:7]([C:17]([NH:19][CH3:20])=[O:18])[C:6]=2[CH:21]=1.[O-]P([O-])([O-])=O.[K+].[K+].[K+].CC1(C)C(C)(C)OB([C:44]2[CH:45]=[C:46]([C:50]3[S:51][C:52]4[CH:58]=[CH:57][CH:56]=[CH:55][C:53]=4[N:54]=3)[CH:47]=[CH:48][CH:49]=2)O1. Product: [S:51]1[C:52]2[CH:58]=[CH:57][CH:56]=[CH:55][C:53]=2[N:54]=[C:50]1[C:46]1[CH:45]=[C:44]([C:2]2[C:3]([N:22]([CH3:27])[S:23]([CH3:26])(=[O:24])=[O:25])=[CH:4][C:5]3[O:9][C:8]([C:10]4[CH:11]=[CH:12][C:13]([F:16])=[CH:14][CH:15]=4)=[C:7]([C:17]([NH:19][CH3:20])=[O:18])[C:6]=3[CH:21]=2)[CH:49]=[CH:48][CH:47]=1. The catalyst class is: 151. (5) Product: [ClH:1].[F:43][C:41]1[CH:40]=[CH:39][C:37]2[N:38]=[C:34]([NH:32][CH2:31][C@@H:28]3[CH2:29][CH2:30][NH:26][CH2:27]3)[S:35][C:36]=2[CH:42]=1. The catalyst class is: 12. Reactant: [Cl:1]C1C=CC2N=C(NCC3CCNC3)OC=2C=1.Cl.C(OC([N:26]1[CH2:30][CH2:29][C@@H:28]([CH2:31][NH2:32])[CH2:27]1)=O)(C)(C)C.Cl[C:34]1[S:35][C:36]2[CH:42]=[C:41]([F:43])[CH:40]=[CH:39][C:37]=2[N:38]=1.